This data is from NCI-60 drug combinations with 297,098 pairs across 59 cell lines. The task is: Regression. Given two drug SMILES strings and cell line genomic features, predict the synergy score measuring deviation from expected non-interaction effect. (1) Drug 1: CN1C(=O)N2C=NC(=C2N=N1)C(=O)N. Drug 2: CC1=C(C(=CC=C1)Cl)NC(=O)C2=CN=C(S2)NC3=CC(=NC(=N3)C)N4CCN(CC4)CCO. Cell line: HOP-92. Synergy scores: CSS=-4.35, Synergy_ZIP=4.36, Synergy_Bliss=3.73, Synergy_Loewe=-5.11, Synergy_HSA=-3.98. (2) Drug 1: C1=NC2=C(N=C(N=C2N1C3C(C(C(O3)CO)O)F)Cl)N. Drug 2: CN(C(=O)NC(C=O)C(C(C(CO)O)O)O)N=O. Cell line: HCT116. Synergy scores: CSS=25.5, Synergy_ZIP=-1.52, Synergy_Bliss=2.75, Synergy_Loewe=-30.1, Synergy_HSA=3.38. (3) Synergy scores: CSS=13.1, Synergy_ZIP=-5.02, Synergy_Bliss=-3.36, Synergy_Loewe=-14.5, Synergy_HSA=-4.16. Drug 2: C(CCl)NC(=O)N(CCCl)N=O. Drug 1: C1=NC2=C(N=C(N=C2N1C3C(C(C(O3)CO)O)O)F)N. Cell line: OVCAR3. (4) Drug 1: C1C(C(OC1N2C=NC(=NC2=O)N)CO)O. Drug 2: C(CN)CNCCSP(=O)(O)O. Cell line: IGROV1. Synergy scores: CSS=-1.03, Synergy_ZIP=0.749, Synergy_Bliss=0.131, Synergy_Loewe=-1.65, Synergy_HSA=-1.55. (5) Drug 2: CCN(CC)CCNC(=O)C1=C(NC(=C1C)C=C2C3=C(C=CC(=C3)F)NC2=O)C. Drug 1: C1CCN(CC1)CCOC2=CC=C(C=C2)C(=O)C3=C(SC4=C3C=CC(=C4)O)C5=CC=C(C=C5)O. Synergy scores: CSS=13.0, Synergy_ZIP=1.60, Synergy_Bliss=4.91, Synergy_Loewe=1.21, Synergy_HSA=2.97. Cell line: T-47D. (6) Drug 1: C1CNP(=O)(OC1)N(CCCl)CCCl. Drug 2: CC1CCCC2(C(O2)CC(NC(=O)CC(C(C(=O)C(C1O)C)(C)C)O)C(=CC3=CSC(=N3)C)C)C. Cell line: T-47D. Synergy scores: CSS=49.6, Synergy_ZIP=5.69, Synergy_Bliss=5.08, Synergy_Loewe=-22.0, Synergy_HSA=5.34. (7) Drug 1: CC1=C(N=C(N=C1N)C(CC(=O)N)NCC(C(=O)N)N)C(=O)NC(C(C2=CN=CN2)OC3C(C(C(C(O3)CO)O)O)OC4C(C(C(C(O4)CO)O)OC(=O)N)O)C(=O)NC(C)C(C(C)C(=O)NC(C(C)O)C(=O)NCCC5=NC(=CS5)C6=NC(=CS6)C(=O)NCCC[S+](C)C)O. Drug 2: CN(CCCl)CCCl.Cl. Cell line: MDA-MB-435. Synergy scores: CSS=1.10, Synergy_ZIP=2.79, Synergy_Bliss=4.93, Synergy_Loewe=0.160, Synergy_HSA=0.893.